From a dataset of Peptide-MHC class II binding affinity with 134,281 pairs from IEDB. Regression. Given a peptide amino acid sequence and an MHC pseudo amino acid sequence, predict their binding affinity value. This is MHC class II binding data. (1) The peptide sequence is ALTALIRDPPADSTG. The MHC is DRB1_0701 with pseudo-sequence DRB1_0701. The binding affinity (normalized) is 0.137. (2) The peptide sequence is LKVDPFRPTFTSTAL. The MHC is DRB1_0101 with pseudo-sequence DRB1_0101. The binding affinity (normalized) is 0.693. (3) The MHC is H-2-IAb with pseudo-sequence H-2-IAb. The peptide sequence is ISKYAGINILNVYSP. The binding affinity (normalized) is 0.552.